This data is from Full USPTO retrosynthesis dataset with 1.9M reactions from patents (1976-2016). The task is: Predict the reactants needed to synthesize the given product. (1) Given the product [Cl:1][C:2]1[C:10]([F:11])=[CH:9][CH:8]=[CH:7][C:3]=1[C:4]([NH:18][CH2:17][CH:16]([C:19]1[CH:20]=[N:21][C:22]([C:25]([F:28])([F:26])[F:27])=[CH:23][CH:24]=1)[CH2:15][CH:12]1[CH2:13][CH2:14]1)=[O:6], predict the reactants needed to synthesize it. The reactants are: [Cl:1][C:2]1[C:10]([F:11])=[CH:9][CH:8]=[CH:7][C:3]=1[C:4]([OH:6])=O.[CH:12]1([CH2:15][CH:16]([C:19]2[CH:20]=[N:21][C:22]([C:25]([F:28])([F:27])[F:26])=[CH:23][CH:24]=2)[CH2:17][NH2:18])[CH2:14][CH2:13]1. (2) The reactants are: C[OH:2].[C:3]([CH2:5][C:6]1[CH:26]=[CH:25][C:9]([CH2:10][CH:11]2[CH2:16][N:15]([CH3:17])[CH2:14][CH2:13][N:12]2C(OC(C)(C)C)=O)=[CH:8][CH:7]=1)#N.[C:27](=O)(O)[O-:28].[Na+].[Cl-].[Na+]. Given the product [CH3:17][N:15]1[CH2:14][CH2:13][NH:12][CH:11]([CH2:10][C:9]2[CH:8]=[CH:7][C:6]([CH2:5][C:3]([O:28][CH3:27])=[O:2])=[CH:26][CH:25]=2)[CH2:16]1, predict the reactants needed to synthesize it. (3) Given the product [Br:8][C:7]1[N:6]=[C:5]([NH:9][C:10](=[O:13])[O:11][CH3:12])[CH:4]=[CH:3][C:2]=1[Cl:18], predict the reactants needed to synthesize it. The reactants are: N[C:2]1[CH:3]=[CH:4][C:5]([NH:9][C:10](=[O:13])[O:11][CH3:12])=[N:6][C:7]=1[Br:8].N([O-])=O.[Na+].[ClH:18]. (4) Given the product [Br:1][C:2]1[S:6][C:5]([N:7]([CH2:34][C@@H:30]([NH:31][C:36]([O:38][C:39]([CH3:40])([CH3:42])[CH3:41])=[O:37])[CH2:29][C:24]2[CH:25]=[N:26][C:27]([F:28])=[C:22]([Cl:21])[CH:23]=2)[C:8](=[O:14])[O:9][C:10]([CH3:11])([CH3:13])[CH3:12])=[N:4][CH:3]=1, predict the reactants needed to synthesize it. The reactants are: [Br:1][C:2]1[S:6][C:5]([NH:7][C:8](=[O:14])[O:9][C:10]([CH3:13])([CH3:12])[CH3:11])=[N:4][CH:3]=1.C([O-])([O-])=O.[Cs+].[Cs+].[Cl:21][C:22]1[CH:23]=[C:24]([CH2:29][C@H:30]2[CH2:34]OS(=O)[N:31]2[C:36]([O:38][C:39]([CH3:42])([CH3:41])[CH3:40])=[O:37])[CH:25]=[N:26][C:27]=1[F:28]. (5) Given the product [N:1]([CH2:6][C:7]1[C:8](=[O:14])[NH:9][C:10](=[O:13])[NH:11][CH:12]=1)=[N+:2]=[N-:3], predict the reactants needed to synthesize it. The reactants are: [N-:1]=[N+:2]=[N-:3].[Na+].Cl[CH2:6][C:7]1[C:8](=[O:14])[NH:9][C:10](=[O:13])[NH:11][CH:12]=1. (6) Given the product [NH2:17][C:12]1[C:11]2[C:15](=[CH:16][C:8]([C:6]3[N:7]=[C:2]([NH2:1])[N:3]=[C:4]([NH:31][CH2:30][CH2:29][CH2:28][C:22]4[CH:27]=[CH:26][CH:25]=[CH:24][CH:23]=4)[CH:5]=3)=[CH:9][CH:10]=2)[NH:14][N:13]=1, predict the reactants needed to synthesize it. The reactants are: [NH2:1][C:2]1[N:7]=[C:6]([C:8]2[CH:16]=[C:15]3[C:11]([C:12]([NH2:17])=[N:13][NH:14]3)=[CH:10][CH:9]=2)[CH:5]=[C:4](S(C)(=O)=O)[N:3]=1.[C:22]1([CH2:28][CH2:29][CH2:30][NH2:31])[CH:27]=[CH:26][CH:25]=[CH:24][CH:23]=1.CCN(C(C)C)C(C)C. (7) The reactants are: [C:1]([Si:5](Cl)([CH3:7])[CH3:6])([CH3:4])([CH3:3])[CH3:2].N1C=CN=C1.[Br:14][C:15]1[CH:20]=[CH:19][C:18]([CH2:21][CH2:22][OH:23])=[C:17]([F:24])[CH:16]=1.[Cl-].[NH4+]. Given the product [Br:14][C:15]1[CH:20]=[CH:19][C:18]([CH2:21][CH2:22][O:23][Si:5]([C:1]([CH3:4])([CH3:3])[CH3:2])([CH3:7])[CH3:6])=[C:17]([F:24])[CH:16]=1, predict the reactants needed to synthesize it. (8) Given the product [Cl:6][C:7]1[CH:12]=[CH:11][C:10]([S:13]([CH:16]([C:17]2[CH:22]=[C:21]([F:23])[CH:20]=[CH:19][C:18]=2[F:24])[C:25](=[O:29])[CH2:26][CH2:27][CH3:28])(=[O:15])=[O:14])=[CH:9][CH:8]=1, predict the reactants needed to synthesize it. The reactants are: C([Li])CCC.[Cl:6][C:7]1[CH:12]=[CH:11][C:10]([S:13]([CH2:16][C:17]2[CH:22]=[C:21]([F:23])[CH:20]=[CH:19][C:18]=2[F:24])(=[O:15])=[O:14])=[CH:9][CH:8]=1.[C:25](Cl)(=[O:29])[CH2:26][CH2:27][CH3:28].Cl.